From a dataset of Reaction yield outcomes from USPTO patents with 853,638 reactions. Predict the reaction yield, written as a fraction of the theoretical maximum amount of product (1.0 means a 100% yield; for example, 0.34 means a 34% yield). (1) The reactants are [N+:1]([C:4]1[CH:9]=[CH:8][C:7](/[C:10](/[C:15]2[CH:20]=[CH:19][CH:18]=[CH:17][CH:16]=2)=[CH:11]\[C:12](O)=[O:13])=[CH:6][CH:5]=1)([O-:3])=[O:2].B.C1COCC1.C([O-])(O)=O.[Na+].CCOC(C)=O. The catalyst is C1COCC1. The product is [N+:1]([C:4]1[CH:5]=[CH:6][C:7](/[C:10](/[C:15]2[CH:16]=[CH:17][CH:18]=[CH:19][CH:20]=2)=[CH:11]\[CH2:12][OH:13])=[CH:8][CH:9]=1)([O-:3])=[O:2]. The yield is 0.610. (2) The reactants are [NH2:1][C:2]1[CH:3]=[C:4]([CH2:8][CH2:9][CH2:10][C:11]2[CH:12]=[C:13]([NH:17][C:18]3[C:23]([Cl:24])=[CH:22][N:21]=[C:20](Cl)[N:19]=3)[CH:14]=[CH:15][CH:16]=2)[CH:5]=[CH:6][CH:7]=1.Cl. The catalyst is COCCO.C(O)C. The product is [Cl:24][C:23]1[CH:22]=[N:21][C:20]2[NH:1][C:2]3[CH:7]=[CH:6][CH:5]=[C:4]([CH:3]=3)[CH2:8][CH2:9][CH2:10][C:11]3[CH:12]=[C:13]([NH:17][C:18]=1[N:19]=2)[CH:14]=[CH:15][CH:16]=3. The yield is 0.370. (3) The reactants are [Cl:1][C:2]1[N:7]=[C:6]([CH2:8][O:9][C:10]2[CH:11]=[C:12]([O:28][C:29]3[CH:34]=[CH:33][C:32]([S:35]([CH3:38])(=[O:37])=[O:36])=[CH:31][CH:30]=3)[CH:13]=[C:14]3[C:18]=2[NH:17][C:16]([C:19]2[S:20][CH:21]([CH2:24][C:25](O)=[O:26])[CH2:22][N:23]=2)=[CH:15]3)[CH:5]=[CH:4][CH:3]=1.Cl.C[N:41](C)CCCN=C=NCC.[NH4+].ON1C2C=CC=CC=2N=N1.CN(C)C=O. The catalyst is O. The product is [Cl:1][C:2]1[N:7]=[C:6]([CH2:8][O:9][C:10]2[CH:11]=[C:12]([O:28][C:29]3[CH:30]=[CH:31][C:32]([S:35]([CH3:38])(=[O:36])=[O:37])=[CH:33][CH:34]=3)[CH:13]=[C:14]3[C:18]=2[NH:17][C:16]([C:19]2[S:20][CH:21]([CH2:24][C:25]([NH2:41])=[O:26])[CH2:22][N:23]=2)=[CH:15]3)[CH:5]=[CH:4][CH:3]=1. The yield is 0.640. (4) The product is [C:1]([O:9][CH2:10][C:11]1[O:15][N:14]=[C:13]([CH3:16])[C:12]=1[Br:17])(=[O:8])[C:2]1[CH:3]=[CH:4][CH:5]=[CH:6][CH:7]=1. The reactants are [C:1]([O:9][CH2:10][C:11]1[O:15][N:14]=[C:13]([CH3:16])[CH:12]=1)(=[O:8])[C:2]1[CH:7]=[CH:6][CH:5]=[CH:4][CH:3]=1.[Br:17]N1C(=O)CCC1=O. The catalyst is C(O)(=O)C.[Cl-].[Na+].O. The yield is 0.790. (5) The reactants are Br[C:2]1[CH:3]=[C:4]([N:8]2[C:16]3[CH:15]=[C:14]([CH3:17])[N:13]=[CH:12][C:11]=3[C:10]([C:18]([O:20][CH3:21])=[O:19])=[N:9]2)[CH:5]=[CH:6][CH:7]=1.[C:22]([C@:24]1([OH:31])[CH2:28][CH2:27][N:26]([CH3:29])[C:25]1=[O:30])#[CH:23]. No catalyst specified. The product is [OH:31][C@@:24]1([C:22]#[C:23][C:2]2[CH:3]=[C:4]([N:8]3[C:16]4[CH:15]=[C:14]([CH3:17])[N:13]=[CH:12][C:11]=4[C:10]([C:18]([O:20][CH3:21])=[O:19])=[N:9]3)[CH:5]=[CH:6][CH:7]=2)[CH2:28][CH2:27][N:26]([CH3:29])[C:25]1=[O:30]. The yield is 0.910. (6) The reactants are [CH2:1]([P:5]([CH2:8][CH:9]([C:22]([O:24]CC1C=CC=CC=1)=[O:23])[CH2:10][CH2:11][C:12]([O:14]CC1C=CC=CC=1)=[O:13])(=[O:7])[OH:6])[CH2:2][CH2:3][CH3:4]. The catalyst is O. The product is [CH2:1]([P:5]([CH2:8][CH:9]([CH2:10][CH2:11][C:12]([OH:14])=[O:13])[C:22]([OH:24])=[O:23])([OH:7])=[O:6])[CH2:2][CH2:3][CH3:4]. The yield is 0.430. (7) The product is [F:11][C:2]([F:1])([F:10])[C:3]1[C:4]2[N:5]([CH:13]=[C:14]([C:15]([O:17][CH3:18])=[O:16])[N:9]=2)[CH:6]=[CH:7][CH:8]=1. The catalyst is CN(C)C=O. The yield is 0.720. The reactants are [F:1][C:2]([F:11])([F:10])[C:3]1[C:4]([NH2:9])=[N:5][CH:6]=[CH:7][CH:8]=1.Br[CH2:13][C:14](=O)[C:15]([O:17][CH3:18])=[O:16].